From a dataset of Full USPTO retrosynthesis dataset with 1.9M reactions from patents (1976-2016). Predict the reactants needed to synthesize the given product. (1) Given the product [F:1][C:2]1[CH:7]=[C:6]([I:8])[CH:5]=[CH:4][C:3]=1[NH:9][C:10]1[N:15]2[CH:16]=[N:17][CH:18]=[C:14]2[CH:13]=[N:12][C:11]=1[C:19]([NH2:28])=[O:21], predict the reactants needed to synthesize it. The reactants are: [F:1][C:2]1[CH:7]=[C:6]([I:8])[CH:5]=[CH:4][C:3]=1[NH:9][C:10]1[N:15]2[CH:16]=[N:17][CH:18]=[C:14]2[CH:13]=[N:12][C:11]=1[C:19]([OH:21])=O.C1C=CC2N(O)N=[N:28]C=2C=1.CCN(C(C)C)C(C)C.CCN=C=NCCCN(C)C.[OH-].[NH4+]. (2) The reactants are: [Cl:1][C:2]1[CH:3]=[C:4]([CH2:9][C:10]([N:12]2[CH:21]3[CH:16]([CH2:17][CH2:18][CH2:19][CH:20]3[N:22]3[CH2:26][CH2:25][CH2:24][CH2:23]3)[NH:15][CH2:14][CH2:13]2)=[O:11])[CH:5]=[CH:6][C:7]=1[Cl:8].Cl[C:28]([O:30][CH3:31])=[O:29]. Given the product [CH3:31][O:30][C:28]([N:15]1[CH:16]2[CH:21]([CH:20]([N:22]3[CH2:26][CH2:25][CH2:24][CH2:23]3)[CH2:19][CH2:18][CH2:17]2)[N:12]([C:10](=[O:11])[CH2:9][C:4]2[CH:5]=[CH:6][C:7]([Cl:8])=[C:2]([Cl:1])[CH:3]=2)[CH2:13][CH2:14]1)=[O:29], predict the reactants needed to synthesize it.